From a dataset of Reaction yield outcomes from USPTO patents with 853,638 reactions. Predict the reaction yield, written as a fraction of the theoretical maximum amount of product (1.0 means a 100% yield; for example, 0.34 means a 34% yield). (1) The reactants are [CH2:1]([O:4][CH2:5][CH:6]1[CH2:10][CH2:9][CH2:8][O:7]1)[CH:2]=[CH2:3].[CH2:11]([O:13][SiH:14]([O:18][CH2:19][CH3:20])[O:15][CH2:16][CH3:17])[CH3:12]. No catalyst specified. The product is [CH2:5]([O:4][CH2:1][CH2:2][CH2:3][Si:14]([O:18][CH2:19][CH3:20])([O:15][CH2:16][CH3:17])[O:13][CH2:11][CH3:12])[CH:6]1[O:7][CH2:8][CH2:9][CH2:10]1. The yield is 0.987. (2) The reactants are I[C:2]1[C:10]2[S:9][C:8]([NH:11][C:12]([C:14]3[S:15][C:16]([CH3:19])=[CH:17][CH:18]=3)=[O:13])=[N:7][C:6]=2[C:5]([O:20][CH3:21])=[CH:4][CH:3]=1.[CH3:22][N:23]([CH3:33])[C:24]1[CH:25]=[C:26](B(O)O)[CH:27]=[CH:28][CH:29]=1. No catalyst specified. The product is [CH3:22][N:23]([CH3:33])[C:24]1[CH:29]=[C:28]([C:2]2[C:10]3[S:9][C:8]([NH:11][C:12]([C:14]4[S:15][C:16]([CH3:19])=[CH:17][CH:18]=4)=[O:13])=[N:7][C:6]=3[C:5]([O:20][CH3:21])=[CH:4][CH:3]=2)[CH:27]=[CH:26][CH:25]=1. The yield is 0.710.